Dataset: Reaction yield outcomes from USPTO patents with 853,638 reactions. Task: Predict the reaction yield, written as a fraction of the theoretical maximum amount of product (1.0 means a 100% yield; for example, 0.34 means a 34% yield). (1) The reactants are [CH3:1][O:2][C:3]1[CH:4]=[C:5]2[C:10](=[CH:11][C:12]=1[O:13][CH3:14])[N:9]=[CH:8][CH:7]=[C:6]2[O:15][C:16]1[C:22]([CH3:23])=[CH:21][C:19]([NH2:20])=[C:18]([CH3:24])[CH:17]=1.Cl[C:26](Cl)([O:28]C(=O)OC(Cl)(Cl)Cl)Cl.[CH3:37][CH2:38][CH2:39][CH:40]([OH:44])[CH2:41][CH2:42][CH3:43].C(=O)(O)[O-].[Na+]. The catalyst is C(Cl)Cl.C(N(CC)CC)C.C1(C)C=CC=CC=1. The product is [CH3:1][O:2][C:3]1[CH:4]=[C:5]2[C:10](=[CH:11][C:12]=1[O:13][CH3:14])[N:9]=[CH:8][CH:7]=[C:6]2[O:15][C:16]1[C:22]([CH3:23])=[CH:21][C:19]([NH:20][C:26](=[O:28])[O:44][CH:40]([CH2:41][CH2:42][CH3:43])[CH2:39][CH2:38][CH3:37])=[C:18]([CH3:24])[CH:17]=1. The yield is 0.760. (2) The reactants are Br[C:2]1[CH:28]=[CH:27][C:5]([CH2:6][N:7]2[C:15]3[C:10](=[CH:11][CH:12]=[CH:13][CH:14]=3)[C:9]3([C:19]4[CH:20]=[C:21]([F:25])[C:22]([F:24])=[CH:23][C:18]=4[O:17][CH2:16]3)[C:8]2=[O:26])=[CH:4][CH:3]=1.C1(C2C3C(=CC=CC=3)C=CC=2P(C2C=CC=CC=2)C2C=CC=CC=2)C2C(=CC=CC=2)C=CC=1P(C1C=CC=CC=1)C1C=CC=CC=1.[C:75]([N:82]1[CH2:86][CH2:85][C@@H:84]([NH2:87])[CH2:83]1)([O:77][C:78]([CH3:81])([CH3:80])[CH3:79])=[O:76].CC(C)([O-])C.[Na+]. The catalyst is C1(C)C=CC=CC=1.C1C=CC(/C=C/C(/C=C/C2C=CC=CC=2)=O)=CC=1.C1C=CC(/C=C/C(/C=C/C2C=CC=CC=2)=O)=CC=1.C1C=CC(/C=C/C(/C=C/C2C=CC=CC=2)=O)=CC=1.[Pd].[Pd]. The product is [F:25][C:21]1[C:22]([F:24])=[CH:23][C:18]2[O:17][CH2:16][C:9]3([C:10]4[C:15](=[CH:14][CH:13]=[CH:12][CH:11]=4)[N:7]([CH2:6][C:5]4[CH:4]=[CH:3][C:2]([NH:87][C@@H:84]5[CH2:85][CH2:86][N:82]([C:75]([O:77][C:78]([CH3:81])([CH3:80])[CH3:79])=[O:76])[CH2:83]5)=[CH:28][CH:27]=4)[C:8]3=[O:26])[C:19]=2[CH:20]=1. The yield is 0.740. (3) The reactants are [Br:1][C:2]1[CH:3]=[C:4]2[C:8](=[CH:9][CH:10]=1)[NH:7][C:6]1[CH2:11][N:12]([C:15]([O:17][C:18]([CH3:21])([CH3:20])[CH3:19])=[O:16])[CH2:13][CH2:14][C:5]2=1.[H-].[Na+].[CH3:24]I. The catalyst is CN(C=O)C.C(Cl)Cl. The product is [Br:1][C:2]1[CH:3]=[C:4]2[C:8](=[CH:9][CH:10]=1)[N:7]([CH3:24])[C:6]1[CH2:11][N:12]([C:15]([O:17][C:18]([CH3:21])([CH3:20])[CH3:19])=[O:16])[CH2:13][CH2:14][C:5]2=1. The yield is 0.360. (4) The reactants are Br[C:2]1[C:3]([O:23][CH3:24])=[C:4]([CH:10]([N:12]2[C:16]3=[N:17][CH:18]=[N:19][C:20]([NH2:21])=[C:15]3[C:14]([CH3:22])=[N:13]2)[CH3:11])[CH:5]=[C:6]([Cl:9])[C:7]=1[CH3:8].CC1(C)C(C)(C)OB([C:33]2[CH:34]=[N:35]OC=2)O1.[F-].[K+].ClCCl. The catalyst is CS(C)=O.Cl[Pd]Cl.C1(P(C2C=CC=CC=2)[C-]2C=CC=C2)C=CC=CC=1.[C-]1(P(C2C=CC=CC=2)C2C=CC=CC=2)C=CC=C1.[Fe+2].O. The product is [NH2:21][C:20]1[N:19]=[CH:18][N:17]=[C:16]2[N:12]([CH:10]([C:4]3[C:3]([O:23][CH3:24])=[C:2]([CH2:33][C:34]#[N:35])[C:7]([CH3:8])=[C:6]([Cl:9])[CH:5]=3)[CH3:11])[N:13]=[C:14]([CH3:22])[C:15]=12. The yield is 0.0900. (5) The reactants are [NH2:1][C:2]1[CH:7]=[CH:6][C:5]([C:8]2[O:9][C:10]3[C:15]([C:16](=[O:18])[CH:17]=2)=[CH:14][CH:13]=[C:12]([O:19][CH3:20])[C:11]=3[O:21][CH3:22])=[CH:4][C:3]=1[N+:23]([O-])=O. The catalyst is Cl[Ni]Cl.[Zn].CO.CN(C=O)C. The product is [NH2:23][C:3]1[CH:4]=[C:5]([C:8]2[O:9][C:10]3[C:15]([C:16](=[O:18])[CH:17]=2)=[CH:14][CH:13]=[C:12]([O:19][CH3:20])[C:11]=3[O:21][CH3:22])[CH:6]=[CH:7][C:2]=1[NH2:1]. The yield is 0.790. (6) The reactants are [C:1](=O)([O:32]C1C=CC([N+]([O-])=O)=CC=1)[O:2][C@@H:3]1[CH2:7][C@H:6]([C:8]2[N:12]3[C:13]4[CH:19]=[CH:18][N:17](S(C5C=CC(C)=CC=5)(=O)=O)[C:14]=4[N:15]=[CH:16][C:11]3=[N:10][N:9]=2)[C@H:5]([CH2:30][CH3:31])[CH2:4]1.[CH:43]1([NH2:47])[CH2:46][CH2:45][CH2:44]1.[OH-].[Na+]. The catalyst is O1CCOCC1. The product is [CH:43]1([NH:47][C:1](=[O:32])[O:2][C@@H:3]2[CH2:7][C@H:6]([C:8]3[N:12]4[C:13]5[CH:19]=[CH:18][NH:17][C:14]=5[N:15]=[CH:16][C:11]4=[N:10][N:9]=3)[C@H:5]([CH2:30][CH3:31])[CH2:4]2)[CH2:46][CH2:45][CH2:44]1. The yield is 0.500.